From a dataset of Catalyst prediction with 721,799 reactions and 888 catalyst types from USPTO. Predict which catalyst facilitates the given reaction. Reactant: [CH3:1][NH2:2].Br[CH2:4][CH2:5][C:6]1[C:15]2[C:10](=[CH:11][C:12]([O:16][CH2:17][C:18]3[CH:23]=[CH:22][CH:21]=[C:20]([Cl:24])[CH:19]=3)=[CH:13][CH:14]=2)[O:9][C:8](=[O:25])[CH:7]=1.C([O-])([O-])=O.[K+].[K+]. Product: [CH3:1][NH:2][CH2:4][CH2:5][C:6]1[C:15]2[C:10](=[CH:11][C:12]([O:16][CH2:17][C:18]3[CH:23]=[CH:22][CH:21]=[C:20]([Cl:24])[CH:19]=3)=[CH:13][CH:14]=2)[O:9][C:8](=[O:25])[CH:7]=1. The catalyst class is: 1.